This data is from NCI-60 drug combinations with 297,098 pairs across 59 cell lines. The task is: Regression. Given two drug SMILES strings and cell line genomic features, predict the synergy score measuring deviation from expected non-interaction effect. Drug 1: CC1C(C(CC(O1)OC2CC(CC3=C2C(=C4C(=C3O)C(=O)C5=C(C4=O)C(=CC=C5)OC)O)(C(=O)CO)O)N)O.Cl. Drug 2: CCN(CC)CCCC(C)NC1=C2C=C(C=CC2=NC3=C1C=CC(=C3)Cl)OC. Cell line: MDA-MB-435. Synergy scores: CSS=0.557, Synergy_ZIP=-0.892, Synergy_Bliss=2.17, Synergy_Loewe=-2.56, Synergy_HSA=-1.10.